Dataset: Full USPTO retrosynthesis dataset with 1.9M reactions from patents (1976-2016). Task: Predict the reactants needed to synthesize the given product. (1) Given the product [F:26][C:23]1[CH:24]=[CH:25][C:20]([C:15]2[C:14]([CH2:13][O:12][C:9]3[N:8]=[N:7][C:6]([C:4]([OH:5])=[O:3])=[CH:11][CH:10]=3)=[C:18]([CH3:19])[O:17][N:16]=2)=[N:21][CH:22]=1, predict the reactants needed to synthesize it. The reactants are: C([O:3][C:4]([C:6]1[N:7]=[N:8][C:9]([O:12][CH2:13][C:14]2[C:15]([C:20]3[CH:25]=[CH:24][C:23]([F:26])=[CH:22][N:21]=3)=[N:16][O:17][C:18]=2[CH3:19])=[CH:10][CH:11]=1)=[O:5])C.O.[OH-].[Li+].Cl. (2) Given the product [C:22]([C:19]1[CH:20]=[CH:21][C:15]2[O:14][C:13]([C:6]3[CH:5]=[C:4]([CH:9]=[C:8]([N+:10]([O-:12])=[O:11])[CH:7]=3)[C:3]([OH:26])=[O:2])=[N:17][C:16]=2[CH:18]=1)([CH3:25])([CH3:23])[CH3:24], predict the reactants needed to synthesize it. The reactants are: C[O:2][C:3](=[O:26])[C:4]1[CH:9]=[C:8]([N+:10]([O-:12])=[O:11])[CH:7]=[C:6]([C:13]2[O:14][C:15]3[CH:21]=[CH:20][C:19]([C:22]([CH3:25])([CH3:24])[CH3:23])=[CH:18][C:16]=3[N:17]=2)[CH:5]=1.[OH-].[Na+].Cl. (3) Given the product [CH3:23][C:16]1([CH3:24])[C:15]2[C:20](=[CH:21][CH:22]=[C:13]([C:11]3[N:25]([C:26]4[CH:31]=[CH:30][C:29]([S:32](=[O:34])(=[O:33])[NH2:35])=[CH:28][CH:27]=4)[C:1]([CH3:2])=[C:4]([C:5]([O:7][CH2:8][CH3:9])=[O:6])[CH:10]=3)[CH:14]=2)[O:19][CH2:18][CH2:17]1, predict the reactants needed to synthesize it. The reactants are: [C:1]([CH:4]([CH2:10][C:11]([C:13]1[CH:14]=[C:15]2[C:20](=[CH:21][CH:22]=1)[O:19][CH2:18][CH2:17][C:16]2([CH3:24])[CH3:23])=O)[C:5]([O:7][CH2:8][CH3:9])=[O:6])(=O)[CH3:2].[NH2:25][C:26]1[CH:31]=[CH:30][C:29]([S:32]([NH2:35])(=[O:34])=[O:33])=[CH:28][CH:27]=1. (4) Given the product [Br:1][C:2]1[CH:3]=[CH:4][C:5]([O:9][CH2:23][CH2:24][C:25]([CH3:27])([OH:28])[CH3:26])=[N:6][C:7]=1[CH3:8], predict the reactants needed to synthesize it. The reactants are: [Br:1][C:2]1[CH:3]=[CH:4][C:5](=[O:9])[NH:6][C:7]=1[CH3:8].[H-].[Na+].CC1C=CC(S(O[CH2:23][CH2:24][C:25]([OH:28])([CH3:27])[CH3:26])(=O)=O)=CC=1.[Cl-].[NH4+]. (5) Given the product [NH2:25][C@@:8]1([C:6]([OH:7])=[O:39])[CH2:12][CH2:11][CH2:10][C@@H:9]1[CH2:13][CH2:14][CH2:15][B:16]([OH:20])[OH:17], predict the reactants needed to synthesize it. The reactants are: C(N[C:6]([C@:8]1([N:25]([C@H](C2C=CC=CC=2)C)C(=O)C)[CH2:12][CH2:11][CH2:10][C@@H:9]1[CH2:13][CH2:14][CH2:15][B:16]1[O:20]C(C)(C)C(C)(C)[O:17]1)=[O:7])(C)(C)C.N.[Li].[O:39]1CCCC1. (6) Given the product [CH2:1]([O:4][C:5](=[O:29])[C@@:6]([NH:11][C:12]([O:14][CH2:15][CH:16]1[C:28]2[CH:27]=[CH:26][CH:25]=[CH:24][C:23]=2[C:22]2[C:17]1=[CH:18][CH:19]=[CH:20][CH:21]=2)=[O:13])([CH3:10])[C@@H:7]([O:9][C:31]([CH3:33])([CH3:32])[CH3:30])[CH3:8])[CH:2]=[CH2:3], predict the reactants needed to synthesize it. The reactants are: [CH2:1]([O:4][C:5](=[O:29])[C@@:6]([NH:11][C:12]([O:14][CH2:15][CH:16]1[C:28]2[CH:27]=[CH:26][CH:25]=[CH:24][C:23]=2[C:22]2[C:17]1=[CH:18][CH:19]=[CH:20][CH:21]=2)=[O:13])([CH3:10])[C@@H:7]([OH:9])[CH3:8])[CH:2]=[CH2:3].[CH3:30][C:31](=[CH2:33])[CH3:32].S(=O)(=O)(O)O.CN1CCOCC1.